From a dataset of NCI-60 drug combinations with 297,098 pairs across 59 cell lines. Regression. Given two drug SMILES strings and cell line genomic features, predict the synergy score measuring deviation from expected non-interaction effect. (1) Drug 1: C1=C(C(=O)NC(=O)N1)F. Drug 2: CC1=C2C(C(=O)C3(C(CC4C(C3C(C(C2(C)C)(CC1OC(=O)C(C(C5=CC=CC=C5)NC(=O)OC(C)(C)C)O)O)OC(=O)C6=CC=CC=C6)(CO4)OC(=O)C)O)C)O. Cell line: DU-145. Synergy scores: CSS=41.0, Synergy_ZIP=-9.50, Synergy_Bliss=-9.83, Synergy_Loewe=-5.33, Synergy_HSA=-3.26. (2) Cell line: OVCAR-4. Synergy scores: CSS=1.32, Synergy_ZIP=-0.365, Synergy_Bliss=-2.86, Synergy_Loewe=-7.06, Synergy_HSA=-5.09. Drug 1: CS(=O)(=O)C1=CC(=C(C=C1)C(=O)NC2=CC(=C(C=C2)Cl)C3=CC=CC=N3)Cl. Drug 2: COC1=NC(=NC2=C1N=CN2C3C(C(C(O3)CO)O)O)N. (3) Drug 1: COC1=C(C=C2C(=C1)N=CN=C2NC3=CC(=C(C=C3)F)Cl)OCCCN4CCOCC4. Drug 2: C1=CN(C(=O)N=C1N)C2C(C(C(O2)CO)O)O.Cl. Cell line: HCT116. Synergy scores: CSS=56.8, Synergy_ZIP=-0.872, Synergy_Bliss=0.684, Synergy_Loewe=-24.9, Synergy_HSA=4.46.